Dataset: NCI-60 drug combinations with 297,098 pairs across 59 cell lines. Task: Regression. Given two drug SMILES strings and cell line genomic features, predict the synergy score measuring deviation from expected non-interaction effect. (1) Drug 1: C1CC(=O)NC(=O)C1N2CC3=C(C2=O)C=CC=C3N. Drug 2: CC1=CC=C(C=C1)C2=CC(=NN2C3=CC=C(C=C3)S(=O)(=O)N)C(F)(F)F. Cell line: MCF7. Synergy scores: CSS=3.47, Synergy_ZIP=-2.86, Synergy_Bliss=-2.99, Synergy_Loewe=-3.17, Synergy_HSA=-1.57. (2) Drug 1: CN(C)C1=NC(=NC(=N1)N(C)C)N(C)C. Drug 2: N.N.Cl[Pt+2]Cl. Cell line: UO-31. Synergy scores: CSS=2.89, Synergy_ZIP=0.159, Synergy_Bliss=1.66, Synergy_Loewe=0.718, Synergy_HSA=0.0716.